From a dataset of Full USPTO retrosynthesis dataset with 1.9M reactions from patents (1976-2016). Predict the reactants needed to synthesize the given product. Given the product [CH3:1][C:2]1[CH:3]=[CH:4][C:5]([C:8]2[CH:13]=[C:12]([O:14][CH2:15][CH:16]3[CH2:20][CH2:19][CH2:18][O:17]3)[CH:11]=[C:10]([C:21]([NH:35][C@@H:33]([C:30]3[CH:31]=[N:32][C:27]([CH3:26])=[CH:28][CH:29]=3)[CH3:34])=[O:22])[CH:9]=2)=[CH:6][CH:7]=1, predict the reactants needed to synthesize it. The reactants are: [CH3:1][C:2]1[CH:7]=[CH:6][C:5]([C:8]2[CH:13]=[C:12]([O:14][CH2:15][CH:16]3[CH2:20][CH2:19][CH2:18][O:17]3)[CH:11]=[C:10]([C:21](O)=[O:22])[CH:9]=2)=[CH:4][CH:3]=1.Cl.Cl.[CH3:26][C:27]1[N:32]=[CH:31][C:30]([C@H:33]([NH2:35])[CH3:34])=[CH:29][CH:28]=1.F[P-](F)(F)(F)(F)F.C[N+](C)=C(N(C)C)ON1C2N=CC=CC=2N=N1.C(N(CC)C(C)C)(C)C.